This data is from Reaction yield outcomes from USPTO patents with 853,638 reactions. The task is: Predict the reaction yield, written as a fraction of the theoretical maximum amount of product (1.0 means a 100% yield; for example, 0.34 means a 34% yield). (1) The reactants are CC1C=CC(S(O[CH2:12][CH:13]([CH2:24][OH:25])[CH2:14][CH2:15][O:16][C:17]2[CH:22]=[CH:21][C:20]([Br:23])=[CH:19][CH:18]=2)(=O)=O)=CC=1.C([Li])CCC. The catalyst is O1CCCC1. The product is [Br:23][C:20]1[CH:19]=[CH:18][C:17]([O:16][CH2:15][CH2:14][CH:13]2[CH2:12][O:25][CH2:24]2)=[CH:22][CH:21]=1. The yield is 0.370. (2) The reactants are [C:1]([O:5][C:6]([N:8]1[CH2:11][CH:10]([O:12][C:13]2[CH:18]=[C:17]([Cl:19])[CH:16]=[CH:15][C:14]=2[OH:20])[CH2:9]1)=[O:7])([CH3:4])([CH3:3])[CH3:2].C([O-])([O-])=O.[Cs+].[Cs+].[C:27]([O:30][CH2:31][CH2:32]Br)(=[O:29])[CH3:28].O. The catalyst is CN(C=O)C. The product is [C:1]([O:5][C:6]([N:8]1[CH2:9][CH:10]([O:12][C:13]2[CH:18]=[C:17]([Cl:19])[CH:16]=[CH:15][C:14]=2[O:20][CH2:28][C:27]([O:30][CH2:31][CH3:32])=[O:29])[CH2:11]1)=[O:7])([CH3:4])([CH3:2])[CH3:3]. The yield is 0.990.